From a dataset of Forward reaction prediction with 1.9M reactions from USPTO patents (1976-2016). Predict the product of the given reaction. (1) Given the reactants Br[CH2:2][C:3]([C:5]1[CH:6]=[N:7][N:8]([C:12]2[CH:17]=[CH:16][CH:15]=[CH:14][CH:13]=2)[C:9]=1[CH2:10][CH3:11])=[O:4].[CH3:18][O:19][C:20](=[O:29])[C:21]1[CH:26]=[CH:25][C:24]([CH3:27])=[C:23]([NH2:28])[CH:22]=1, predict the reaction product. The product is: [CH3:18][O:19][C:20](=[O:29])[C:21]1[CH:26]=[CH:25][C:24]([CH3:27])=[C:23]([NH:28][CH2:2][C:3]([C:5]2[CH:6]=[N:7][N:8]([C:12]3[CH:17]=[CH:16][CH:15]=[CH:14][CH:13]=3)[C:9]=2[CH2:10][CH3:11])=[O:4])[CH:22]=1. (2) Given the reactants Cl.[C:2]([N:5]1[C:14]2[C:9](=[CH:10][C:11]([Br:15])=[CH:12][CH:13]=2)[C@H:8]([NH2:16])[CH2:7][C@@H:6]1[CH3:17])(=[O:4])[CH3:3].C(N(CC)CC)C.[C:25](O[C:25]([O:27][C:28]([CH3:31])([CH3:30])[CH3:29])=[O:26])([O:27][C:28]([CH3:31])([CH3:30])[CH3:29])=[O:26], predict the reaction product. The product is: [C:2]([N:5]1[C:14]2[C:9](=[CH:10][C:11]([Br:15])=[CH:12][CH:13]=2)[C@H:8]([NH:16][C:25](=[O:26])[O:27][C:28]([CH3:31])([CH3:30])[CH3:29])[CH2:7][C@@H:6]1[CH3:17])(=[O:4])[CH3:3]. (3) Given the reactants [CH2:1]([N:8]1[C:16]2[C:11](=[CH:12][CH:13]=[CH:14][CH:15]=2)[C:10](I)=[CH:9]1)[C:2]1[CH:7]=[CH:6][CH:5]=[CH:4][CH:3]=1.[S:18]1[CH:22]=[CH:21][CH:20]=[C:19]1B(O)O.C([O-])([O-])=O.[K+].[K+].C(N1C2C(=CC=CC=2)C=C1C1C=COC=1)C1C=CC=CC=1, predict the reaction product. The product is: [CH2:1]([N:8]1[C:16]2[C:11](=[CH:12][CH:13]=[CH:14][CH:15]=2)[C:10]([C:19]2[S:18][CH:22]=[CH:21][CH:20]=2)=[CH:9]1)[C:2]1[CH:7]=[CH:6][CH:5]=[CH:4][CH:3]=1. (4) Given the reactants [CH3:1][O:2][C:3]1[N:4]=[C:5]([CH3:13])[C:6]([C:9]([O:11]C)=[O:10])=[N:7][CH:8]=1.[OH-].[Na+], predict the reaction product. The product is: [CH3:1][O:2][C:3]1[N:4]=[C:5]([CH3:13])[C:6]([C:9]([OH:11])=[O:10])=[N:7][CH:8]=1. (5) Given the reactants [Cl:1][C:2]1[CH:7]=[CH:6][C:5]([NH:8][C:9](=O)[CH2:10][CH2:11][NH:12][C:13](=O)[C:14]2[CH:19]=[C:18]([C:20]([F:23])([F:22])[F:21])[CH:17]=[C:16]([C:24]([F:27])([F:26])[F:25])[CH:15]=2)=[CH:4][CH:3]=1, predict the reaction product. The product is: [F:26][C:24]([F:25])([F:27])[C:16]1[CH:15]=[C:14]([CH:19]=[C:18]([C:20]([F:23])([F:22])[F:21])[CH:17]=1)[CH2:13][NH:12][CH2:11][CH2:10][CH2:9][NH:8][C:5]1[CH:4]=[CH:3][C:2]([Cl:1])=[CH:7][CH:6]=1.